From a dataset of Forward reaction prediction with 1.9M reactions from USPTO patents (1976-2016). Predict the product of the given reaction. (1) Given the reactants [NH2:1][C@@H:2]([C:7]1[C:16]2[C:11](=[CH:12][CH:13]=[CH:14][CH:15]=2)[CH:10]=[CH:9][CH:8]=1)[C:3]([CH3:6])([OH:5])[CH3:4].C([N:19]([CH2:22][CH3:23])CC)C.[CH3:24][C:25]([CH3:32])([C:29](Cl)=[O:30])[C:26](Cl)=[O:27].[Cl-].[NH4+], predict the reaction product. The product is: [C:7]1([C@H:2]([NH:1][C:26](=[O:27])[C:25]([CH3:32])([CH3:24])[C:29]([NH:19][C@@H:22]([C:23]2[C:10]3[C:11](=[CH:16][CH:7]=[CH:8][CH:9]=3)[CH:12]=[CH:13][CH:14]=2)[C:3]([CH3:4])([OH:5])[CH3:2])=[O:30])[C:3]([OH:5])([CH3:6])[CH3:4])[C:16]2[C:11](=[CH:12][CH:13]=[CH:14][CH:15]=2)[CH:10]=[CH:9][CH:8]=1. (2) Given the reactants [F:1][CH:2]([F:25])[N:3]1[CH:7]=[C:6]([CH:8]2[CH2:12][CH2:11][C@:10]([C:17]3[CH:22]=[CH:21][CH:20]=[C:19]([F:23])[C:18]=3[CH3:24])([C:13]([O:15]C)=[O:14])[CH2:9]2)[CH:5]=[N:4]1.O[Li].O, predict the reaction product. The product is: [F:25][CH:2]([F:1])[N:3]1[CH:7]=[C:6]([C@@H:8]2[CH2:12][CH2:11][C@:10]([C:17]3[CH:22]=[CH:21][CH:20]=[C:19]([F:23])[C:18]=3[CH3:24])([C:13]([OH:15])=[O:14])[CH2:9]2)[CH:5]=[N:4]1. (3) The product is: [Cl:1][C:2]1[C:7]([C:8]#[N:9])=[C:6]([CH3:10])[N:5]=[C:4]([NH:23][C:21]([NH:20][C@@H:18]([C:12]2[CH:17]=[CH:16][CH:15]=[CH:14][CH:13]=2)[CH3:19])=[O:22])[CH:3]=1. Given the reactants [Cl:1][C:2]1[C:7]([C:8]#[N:9])=[C:6]([CH3:10])[N:5]=[C:4](Cl)[CH:3]=1.[C:12]1([C@H:18]([NH:20][C:21]([NH2:23])=[O:22])[CH3:19])[CH:17]=[CH:16][CH:15]=[CH:14][CH:13]=1.C(=O)([O-])[O-].[Cs+].[Cs+], predict the reaction product. (4) The product is: [CH3:1][C:2]1[NH:7][C:6]([CH3:8])=[C:5]([C:9]([O:11][C:12]([CH2:15][N:16]([CH2:18][CH2:19][CH:20]([C:21]2[CH:22]=[CH:23][CH:24]=[CH:25][CH:26]=2)[C:27]2[CH:28]=[CH:29][CH:30]=[CH:31][CH:32]=2)[CH3:17])([CH3:13])[CH3:14])=[O:10])[CH:4]([C:33]2[CH:34]=[CH:35][CH:36]=[C:37]([N+:39]([O-:41])=[O:40])[CH:38]=2)[C:3]=1[C:42]([O:44][CH3:45])=[O:43]. Given the reactants [CH3:1][C:2]1[NH:7][C:6]([CH3:8])=[C:5]([C:9]([O:11][C:12]([CH2:15][N:16]([CH2:18][CH2:19][CH:20]([C:27]2[CH:28]=[CH:29][CH:30]=[CH:31][CH:32]=2)[C:21]2[CH:22]=[CH:23][CH:24]=[CH:25][CH:26]=2)[CH3:17])([CH3:14])[CH3:13])=[O:10])[CH:4]([C:33]2[CH:34]=[CH:35][CH:36]=[C:37]([N+:39]([O-:41])=[O:40])[CH:38]=2)[C:3]=1[C:42]([O:44][CH3:45])=[O:43].Cl.O, predict the reaction product. (5) Given the reactants [O:1]([C:8]1[CH:13]=[CH:12][C:11]([CH2:14][N:15]2[CH2:21][CH2:20][CH2:19][N:18]([CH2:22][C:23]3[CH:32]=[CH:31][C:26]([C:27](OC)=[O:28])=[CH:25][CH:24]=3)[CH2:17][CH2:16]2)=[CH:10][CH:9]=1)[C:2]1[CH:7]=[CH:6][CH:5]=[CH:4][CH:3]=1.[Li].C(=O)(O)[O-].[Na+], predict the reaction product. The product is: [O:1]([C:8]1[CH:9]=[CH:10][C:11]([CH2:14][N:15]2[CH2:21][CH2:20][CH2:19][N:18]([CH2:22][C:23]3[CH:24]=[CH:25][C:26]([CH2:27][OH:28])=[CH:31][CH:32]=3)[CH2:17][CH2:16]2)=[CH:12][CH:13]=1)[C:2]1[CH:7]=[CH:6][CH:5]=[CH:4][CH:3]=1.